From a dataset of Forward reaction prediction with 1.9M reactions from USPTO patents (1976-2016). Predict the product of the given reaction. (1) Given the reactants [CH3:1][O:2][CH2:3][C@@H:4]1[N:9]([CH3:10])[CH2:8][CH2:7][N:6](C(OC(C)(C)C)=O)[CH2:5]1.C(OC(=O)C)C.[ClH:24], predict the reaction product. The product is: [ClH:24].[ClH:24].[CH3:1][O:2][CH2:3][C@H:4]1[CH2:5][NH:6][CH2:7][CH2:8][N:9]1[CH3:10]. (2) Given the reactants [Br:1][C:2]1[CH:7]=[CH:6][C:5]([OH:8])=[CH:4][C:3]=1[CH2:9][N:10]([CH3:12])[CH3:11].[CH2:13](Br)[C:14]1[CH:19]=[CH:18][CH:17]=[CH:16][CH:15]=1.C(=O)([O-])[O-].[K+].[K+], predict the reaction product. The product is: [CH2:13]([O:8][C:5]1[CH:6]=[CH:7][C:2]([Br:1])=[C:3]([CH2:9][N:10]([CH3:12])[CH3:11])[CH:4]=1)[C:14]1[CH:19]=[CH:18][CH:17]=[CH:16][CH:15]=1. (3) Given the reactants [CH3:1][C:2]([N:7]1[CH2:12][CH2:11][N:10]([CH2:13][C:14]2[S:22][C:21]3[C:20]([N:23]4[CH2:28][CH2:27][O:26][CH2:25][CH2:24]4)=[N:19][C:18]([Sn](CCCC)(CCCC)CCCC)=[N:17][C:16]=3[CH:15]=2)[CH2:9][CH2:8]1)([CH3:6])[C:3]([NH2:5])=[O:4].I[C:43]1[N:44]([CH3:52])[N:45]=[C:46]2[C:51]=1[CH:50]=[CH:49][CH:48]=[CH:47]2, predict the reaction product. The product is: [CH3:1][C:2]([N:7]1[CH2:8][CH2:9][N:10]([CH2:13][C:14]2[S:22][C:21]3[C:20]([N:23]4[CH2:24][CH2:25][O:26][CH2:27][CH2:28]4)=[N:19][C:18]([C:43]4[N:44]([CH3:52])[N:45]=[C:46]5[C:51]=4[CH:50]=[CH:49][CH:48]=[CH:47]5)=[N:17][C:16]=3[CH:15]=2)[CH2:11][CH2:12]1)([CH3:6])[C:3]([NH2:5])=[O:4].